From a dataset of Forward reaction prediction with 1.9M reactions from USPTO patents (1976-2016). Predict the product of the given reaction. (1) Given the reactants C(N(CC)CC)C.Cl.[F:9][C:10]1([F:16])[CH2:15][CH2:14][CH2:13][NH:12][CH2:11]1.Br[CH2:18][C:19]([O:21]CC1C=CC=CC=1)=[O:20], predict the reaction product. The product is: [F:9][C:10]1([F:16])[CH2:15][CH2:14][CH2:13][N:12]([CH2:18][C:19]([OH:21])=[O:20])[CH2:11]1. (2) Given the reactants [CH3:1][C:2]1[C:6]([N+:7]([O-:9])=[O:8])=[CH:5][NH:4][N:3]=1.Br[CH2:11][C:12]#[N:13].C([O-])([O-])=O.[K+].[K+].CCOC(C)=O, predict the reaction product. The product is: [CH3:1][C:2]1[C:6]([N+:7]([O-:9])=[O:8])=[CH:5][N:4]([CH2:11][C:12]#[N:13])[N:3]=1.